This data is from Full USPTO retrosynthesis dataset with 1.9M reactions from patents (1976-2016). The task is: Predict the reactants needed to synthesize the given product. (1) Given the product [Cl:23][C:24]1[CH:25]=[CH:26][C:27]([C:30]2[O:31][C:32]3[CH2:33][N:34]([C:39]([O:41][CH2:42][C:43]4[CH:44]=[CH:45][CH:46]=[CH:47][CH:48]=4)=[O:40])[CH2:35][CH2:36][C:37]=3[N:38]=2)=[CH:28][CH:29]=1.[Cl:23][C:24]1[CH:25]=[CH:26][C:27]([C:30]2[O:31][C:32]3[CH2:33][N:34]([C:39]4[CH:5]=[CH:4][CH:3]=[CH:2][N:1]=4)[CH2:35][CH2:36][C:37]=3[N:38]=2)=[CH:28][CH:29]=1, predict the reactants needed to synthesize it. The reactants are: [N:1]1C=[CH:5][CH:4]=[CH:3][C:2]=1N1CCC2OC(C3C=C(C)C=CC=3)=NC=2C1.[Cl:23][C:24]1[CH:29]=[CH:28][C:27]([C:30]2[O:31][C:32]3[CH2:33][N:34]([C:39]([O:41][CH2:42][C:43]4[CH:48]=[CH:47][CH:46]=[CH:45][CH:44]=4)=[O:40])[CH2:35][CH2:36][C:37]=3[N:38]=2)=[CH:26][CH:25]=1.ClC1C=CC(C(O)=O)=CC=1. (2) The reactants are: [F:1][C:2]1[CH:7]=[CH:6][C:5](B(O)O)=[CH:4][CH:3]=1.[N:11]1([C:17]([NH2:19])=[O:18])[CH2:16][CH2:15][O:14][CH2:13][CH2:12]1.Br[C:21]1[CH:22]=[N:23][CH:24]=[C:25]([CH:29]=1)[C:26]([OH:28])=[O:27].C([O-])([O-])=O.[Na+].[Na+]. Given the product [N:11]1([C:17]([NH2:19])=[O:18])[CH2:16][CH2:15][O:14][CH2:13][CH2:12]1.[F:1][C:2]1[CH:7]=[CH:6][C:5]([C:21]2[CH:29]=[C:25]([C:26]([OH:28])=[O:27])[CH:24]=[N:23][CH:22]=2)=[CH:4][CH:3]=1, predict the reactants needed to synthesize it.